This data is from Forward reaction prediction with 1.9M reactions from USPTO patents (1976-2016). The task is: Predict the product of the given reaction. Given the reactants [Br:1][C:2]1[CH:11]=[CH:10][C:5]2[NH:6][C:7](Cl)=[N:8][C:4]=2[CH:3]=1.[Cl:12][C:13]1[C:14]([N:19]2[CH2:24][CH2:23][NH:22][CH2:21][CH2:20]2)=[N:15][CH:16]=[CH:17][CH:18]=1.C(N(CC)C(C)C)(C)C, predict the reaction product. The product is: [Br:1][C:2]1[CH:11]=[CH:10][C:5]2[N:6]=[C:7]([N:22]3[CH2:23][CH2:24][N:19]([C:14]4[C:13]([Cl:12])=[CH:18][CH:17]=[CH:16][N:15]=4)[CH2:20][CH2:21]3)[NH:8][C:4]=2[CH:3]=1.